From a dataset of Full USPTO retrosynthesis dataset with 1.9M reactions from patents (1976-2016). Predict the reactants needed to synthesize the given product. (1) Given the product [ClH:1].[Cl:1][C:2]1[CH:3]=[C:4]2[C:8](=[CH:9][CH:10]=1)[NH:7][C:6]1[CH:11]([CH2:15][CH:16]([CH3:18])[CH3:17])[NH:12][CH2:13][CH2:14][C:5]2=1.[Cl:1][C:2]1[CH:3]=[C:4]2[C:8](=[CH:9][CH:10]=1)[NH:7][C:6]1[C@H:11]([CH2:15][CH:16]([CH3:18])[CH3:17])[NH:12][CH2:13][CH2:14][C:5]2=1, predict the reactants needed to synthesize it. The reactants are: [Cl:1][C:2]1[CH:3]=[C:4]2[C:8](=[CH:9][CH:10]=1)[NH:7][C:6]1[C@@H:11]([CH2:15][CH:16]([CH3:18])[CH3:17])[NH:12][CH2:13][CH2:14][C:5]2=1. (2) Given the product [NH2:1][C:2]1[CH:3]=[CH:4][C:5]([Cl:22])=[C:6]([C:8]2[C:19](=[O:20])[N:18]([CH3:21])[C:11]3[N:12]=[C:13]([NH:35][CH3:34])[N:14]=[CH:15][C:10]=3[CH:9]=2)[CH:7]=1, predict the reactants needed to synthesize it. The reactants are: [NH2:1][C:2]1[CH:3]=[CH:4][C:5]([Cl:22])=[C:6]([C:8]2[C:19](=[O:20])[N:18]([CH3:21])[C:11]3[N:12]=[C:13](SC)[N:14]=[CH:15][C:10]=3[CH:9]=2)[CH:7]=1.C1C=C(Cl)C=C(C(OO)=O)C=1.[CH3:34][NH2:35]. (3) Given the product [C:9]([O:13][C:14]([N:16]1[CH2:21][CH2:20][N:19]([C:2]2[CH:7]=[N:6][CH:5]=[C:4]([Cl:8])[N:3]=2)[CH2:18][CH2:17]1)=[O:15])([CH3:12])([CH3:10])[CH3:11], predict the reactants needed to synthesize it. The reactants are: Cl[C:2]1[CH:7]=[N:6][CH:5]=[C:4]([Cl:8])[N:3]=1.[C:9]([O:13][C:14]([N:16]1[CH2:21][CH2:20][NH:19][CH2:18][CH2:17]1)=[O:15])([CH3:12])([CH3:11])[CH3:10].C([O-])([O-])=O.[K+].[K+]. (4) The reactants are: [Cl:1][C:2]1[CH:3]=[C:4]2[C:12](=[O:13])[C:11]3[CH:14]=[C:15]([Cl:18])[N:16]=[CH:17][C:10]=3[CH:9]=[CH:8][C:5]2=[N:6][CH:7]=1.[BH4-].[Na+].[NH4+].[Cl-]. Given the product [Cl:1][C:2]1[CH:3]=[C:4]2[CH:12]([OH:13])[C:11]3[CH:14]=[C:15]([Cl:18])[N:16]=[CH:17][C:10]=3[CH:9]=[CH:8][C:5]2=[N:6][CH:7]=1, predict the reactants needed to synthesize it. (5) Given the product [Br:1][C:2]1[CH:3]=[CH:4][C:5]2[N:6]([C:16]([O:18][C:19]([CH3:22])([CH3:21])[CH3:20])=[O:17])[C:7]3[C:12]([C:13]=2[CH:14]=1)=[CH:11][C:10]([CH2:15][Br:23])=[CH:9][CH:8]=3, predict the reactants needed to synthesize it. The reactants are: [Br:1][C:2]1[CH:3]=[CH:4][C:5]2[N:6]([C:16]([O:18][C:19]([CH3:22])([CH3:21])[CH3:20])=[O:17])[C:7]3[C:12]([C:13]=2[CH:14]=1)=[CH:11][C:10]([CH3:15])=[CH:9][CH:8]=3.[Br:23]N1C(=O)CCC1=O. (6) The reactants are: [CH3:1][C:2]1[C:10]2[C:9]([CH2:11][NH2:12])=[N:8][CH:7]=[N:6][C:5]=2[S:4][CH:3]=1.[Cl:13][C:14]1[CH:21]=[CH:20][C:17]([CH:18]=O)=[CH:16][CH:15]=1.[BH4-].[Na+]. Given the product [Cl:13][C:14]1[CH:21]=[CH:20][C:17]([CH2:18][NH:12][CH2:11][C:9]2[C:10]3[C:2]([CH3:1])=[CH:3][S:4][C:5]=3[N:6]=[CH:7][N:8]=2)=[CH:16][CH:15]=1, predict the reactants needed to synthesize it.